Dataset: Catalyst prediction with 721,799 reactions and 888 catalyst types from USPTO. Task: Predict which catalyst facilitates the given reaction. (1) The catalyst class is: 538. Reactant: [CH3:1][O:2][C:3]1[CH:12]=[CH:11][C:6]([C:7]([O:9][CH3:10])=[O:8])=[C:5](OS(C(F)(F)F)(=O)=O)[CH:4]=1.C(N(C(C)C)CC)(C)C.[CH:30]#[C:31][CH2:32][CH2:33][CH2:34][CH3:35].[NH4+].[Cl-]. Product: [C:30]([C:5]1[CH:4]=[C:3]([O:2][CH3:1])[CH:12]=[CH:11][C:6]=1[C:7]([O:9][CH3:10])=[O:8])#[C:31][CH2:32][CH2:33][CH2:34][CH3:35]. (2) Reactant: [H-].[Na+].[F:3][C:4]([F:37])([F:36])[O:5][C:6]1[CH:11]=[CH:10][C:9](/[CH:12]=[CH:13]/[C:14]2[O:15][CH:16]=[C:17]([CH2:19][O:20][C:21]3[CH:26]=[CH:25][C:24]([CH2:27][CH2:28][CH2:29][CH2:30][C:31]4[N:32]=[N:33][NH:34][CH:35]=4)=[CH:23][CH:22]=3)[N:18]=2)=[CH:8][CH:7]=1.Br[CH2:39][CH2:40][OH:41]. Product: [F:37][C:4]([F:36])([F:3])[O:5][C:6]1[CH:11]=[CH:10][C:9](/[CH:12]=[CH:13]/[C:14]2[O:15][CH:16]=[C:17]([CH2:19][O:20][C:21]3[CH:26]=[CH:25][C:24]([CH2:27][CH2:28][CH2:29][CH2:30][C:31]4[CH:35]=[N:34][N:33]([CH2:39][CH2:40][OH:41])[N:32]=4)=[CH:23][CH:22]=3)[N:18]=2)=[CH:8][CH:7]=1. The catalyst class is: 3. (3) Reactant: [CH:1](=[O:17])[CH2:2][CH2:3][CH2:4][CH2:5][CH2:6][CH2:7][CH2:8]/[CH:9]=[CH:10]\[CH2:11][CH2:12]CCCC.[C:36]1(P([C:36]2[CH:41]=[CH:40][CH:39]=[CH:38][CH:37]=2)([C:36]2[CH:41]=[CH:40][CH:39]=[CH:38][CH:37]=2)=CC(OC)=O)[CH:41]=[CH:40][CH:39]=[CH:38][CH:37]=1.[CH2:42]([O:44]CC)C. Product: [CH3:42][O:44][C:1](=[O:17])/[CH:2]=[CH:3]/[CH2:4][CH2:5][CH2:6][CH2:7][CH2:8][CH2:9][CH2:10]/[CH:11]=[CH:12]\[CH2:37][CH2:38][CH2:39][CH2:40][CH2:41][CH3:36]. The catalyst class is: 2. (4) Reactant: [Cl:1][C:2]1[C:3]([CH:8]2[CH2:11][N:10](C(OC(C)(C)C)=O)[CH2:9]2)=[N:4][CH:5]=[CH:6][N:7]=1.Cl. Product: [ClH:1].[NH:10]1[CH2:11][CH:8]([C:3]2[C:2]([Cl:1])=[N:7][CH:6]=[CH:5][N:4]=2)[CH2:9]1. The catalyst class is: 5. (5) Reactant: CC[O-].[Na+].[C:5]([CH2:7][C:8]([NH:10][CH2:11][C:12]1[CH:17]=[CH:16][CH:15]=[C:14]([C:18]([F:21])([F:20])[F:19])[CH:13]=1)=[O:9])#[N:6].[NH2:22][C:23]1[C:28]([CH:29]=O)=[CH:27][CH:26]=[CH:25][N:24]=1. Product: [NH2:6][C:5]1[C:7]([C:8]([NH:10][CH2:11][C:12]2[CH:17]=[CH:16][CH:15]=[C:14]([C:18]([F:20])([F:19])[F:21])[CH:13]=2)=[O:9])=[CH:29][C:28]2[C:23](=[N:24][CH:25]=[CH:26][CH:27]=2)[N:22]=1. The catalyst class is: 14. (6) Reactant: [H-].C([Al+]CC(C)C)C(C)C.[F:11][C:12](=[CH:18][C:19]1[CH:24]=[CH:23][C:22]([C:25]2[N:30]=[CH:29][CH:28]=[CH:27][N:26]=2)=[CH:21][CH:20]=1)[C:13](OCC)=[O:14]. Product: [F:11][C:12](=[CH:18][C:19]1[CH:20]=[CH:21][C:22]([C:25]2[N:26]=[CH:27][CH:28]=[CH:29][N:30]=2)=[CH:23][CH:24]=1)[CH2:13][OH:14]. The catalyst class is: 2.